This data is from Full USPTO retrosynthesis dataset with 1.9M reactions from patents (1976-2016). The task is: Predict the reactants needed to synthesize the given product. Given the product [Cl:8][C:6]1[CH:5]=[CH:4][C:3]2[O:9][C:22]([N:10]3[CH2:11][CH2:12][CH2:13][CH2:14][CH2:15]3)=[N:1][C:2]=2[CH:7]=1, predict the reactants needed to synthesize it. The reactants are: [NH2:1][C:2]1[CH:7]=[C:6]([Cl:8])[CH:5]=[CH:4][C:3]=1[OH:9].[NH:10]1[CH2:15][CH2:14][CH:13](C(O)=O)[CH2:12][CH2:11]1.O.[OH-].[K+].[C:22]1(C)C(C)=CC=CC=1.